This data is from Forward reaction prediction with 1.9M reactions from USPTO patents (1976-2016). The task is: Predict the product of the given reaction. (1) Given the reactants Cl[C:2]1[NH:3][C:4]([C:12]2[CH:17]=[CH:16][CH:15]=[CH:14][C:13]=2[F:18])=[C:5]([CH3:11])[C:6]=1[C:7]([O:9][CH3:10])=[O:8], predict the reaction product. The product is: [F:18][C:13]1[CH:14]=[CH:15][CH:16]=[CH:17][C:12]=1[C:4]1[NH:3][CH:2]=[C:6]([C:7]([O:9][CH3:10])=[O:8])[C:5]=1[CH3:11]. (2) Given the reactants [CH3:1][C:2]1[CH:7]=[CH:6][N:5]=[C:4]([NH2:8])[N:3]=1.[Br:9]N1C(=O)CCC1=O.C(Cl)Cl, predict the reaction product. The product is: [Br:9][C:7]1[C:2]([CH3:1])=[N:3][C:4]([NH2:8])=[N:5][CH:6]=1. (3) Given the reactants [N:1]1([C:10]2[S:14][C:13]([C:15]([O:17][CH3:18])=[O:16])=[C:12]([C:19]#[C:20][C:21]3[CH:26]=[CH:25][CH:24]=[CH:23][CH:22]=3)[CH:11]=2)[C:5]2[CH:6]=[CH:7][CH:8]=[CH:9][C:4]=2[N:3]=[CH:2]1.[H][H], predict the reaction product. The product is: [N:1]1([C:10]2[S:14][C:13]([C:15]([O:17][CH3:18])=[O:16])=[C:12]([CH2:19][CH2:20][C:21]3[CH:26]=[CH:25][CH:24]=[CH:23][CH:22]=3)[CH:11]=2)[C:5]2[CH:6]=[CH:7][CH:8]=[CH:9][C:4]=2[N:3]=[CH:2]1. (4) Given the reactants [NH2:1][C@H:2]1[CH2:7][CH2:6][N:5]([C:8]([O:10][C:11]([CH3:14])([CH3:13])[CH3:12])=[O:9])[CH2:4][C@H:3]1[O:15][CH2:16][CH2:17][CH3:18].[Cl:19][C:20]1[N:21]=[C:22]([C:27](O)=[O:28])[NH:23][C:24]=1[CH2:25][CH3:26].CCN=C=NCCCN(C)C.Cl.C1C=CC2N(O)N=NC=2C=1, predict the reaction product. The product is: [Cl:19][C:20]1[N:21]=[C:22]([C:27]([NH:1][C@H:2]2[CH2:7][CH2:6][N:5]([C:8]([O:10][C:11]([CH3:12])([CH3:13])[CH3:14])=[O:9])[CH2:4][C@H:3]2[O:15][CH2:16][CH2:17][CH3:18])=[O:28])[NH:23][C:24]=1[CH2:25][CH3:26]. (5) Given the reactants [NH:1]1[C:5]2[CH:6]=[CH:7][CH:8]=[CH:9][C:4]=2[N:3]=[C:2]1[C:10]([C:12]1[CH:17]=[CH:16][C:15]([O:18][C:19]2[C:24]([C:25]3[CH2:26][CH2:27][O:28][CH2:29][CH:30]=3)=[N:23][CH:22]=[CH:21][N:20]=2)=[CH:14][CH:13]=1)=[O:11].C([O-])=O.[NH4+].C1COCC1.CO, predict the reaction product. The product is: [NH:1]1[C:5]2[CH:6]=[CH:7][CH:8]=[CH:9][C:4]=2[N:3]=[C:2]1[CH:10]([C:12]1[CH:17]=[CH:16][C:15]([O:18][C:19]2[C:24]([CH:25]3[CH2:26][CH2:27][O:28][CH2:29][CH2:30]3)=[N:23][CH:22]=[CH:21][N:20]=2)=[CH:14][CH:13]=1)[OH:11]. (6) Given the reactants [F:1][C:2]1[C:7]2[C:8](=[O:11])[O:9][CH2:10][C:6]=2[C:5]([CH3:12])=[C:4]([CH:13]2[CH2:15][O:14]2)[CH:3]=1.[NH:16]1[CH2:21][CH2:20][NH:19][CH2:18][CH2:17]1, predict the reaction product. The product is: [N:16]1([CH2:15][CH:13]([C:4]2[CH:3]=[C:2]([F:1])[C:7]3[C:8](=[O:11])[O:9][CH2:10][C:6]=3[C:5]=2[CH3:12])[OH:14])[CH2:21][CH2:20][N:19]([CH2:15][CH:13]([C:4]2[CH:3]=[C:2]([F:1])[C:7]3[C:8](=[O:11])[O:9][CH2:10][C:6]=3[C:5]=2[CH3:12])[OH:14])[CH2:18][CH2:17]1. (7) The product is: [ClH:1].[ClH:1].[C:2]([C:6]1[CH:11]=[CH:10][C:9](/[CH:12]=[CH:13]/[CH:14]=[CH:15]/[C:16]([N:18]2[CH2:19][CH2:20][N:21]([CH2:24][CH2:25][CH2:26][N:27]3[CH2:32][CH2:31][N:30]([C:33](=[O:50])/[CH:34]=[CH:35]/[CH:36]=[CH:37]/[C:38]4[CH:43]=[CH:42][C:41]([C:44]([CH3:45])([CH3:47])[CH3:46])=[CH:40][C:39]=4[O:48][CH3:49])[CH2:29][CH2:28]3)[CH2:22][CH2:23]2)=[O:17])=[C:8]([O:51][CH3:52])[CH:7]=1)([CH3:3])([CH3:4])[CH3:5]. Given the reactants [ClH:1].[C:2]([C:6]1[CH:11]=[CH:10][C:9](/[CH:12]=[CH:13]/[CH:14]=[CH:15]/[C:16]([N:18]2[CH2:23][CH2:22][N:21]([CH2:24][CH2:25][CH2:26][N:27]3[CH2:32][CH2:31][N:30]([C:33](=[O:50])/[CH:34]=[CH:35]/[CH:36]=[CH:37]/[C:38]4[CH:43]=[CH:42][C:41]([C:44]([CH3:47])([CH3:46])[CH3:45])=[CH:40][C:39]=4[O:48][CH3:49])[CH2:29][CH2:28]3)[CH2:20][CH2:19]2)=[O:17])=[C:8]([O:51][CH3:52])[CH:7]=1)([CH3:5])([CH3:4])[CH3:3], predict the reaction product.